This data is from Full USPTO retrosynthesis dataset with 1.9M reactions from patents (1976-2016). The task is: Predict the reactants needed to synthesize the given product. (1) Given the product [Br:7][C:8]1[CH:13]=[C:12]([CH:11]=[CH:10][C:9]=1[S:17]([C:20]([CH3:23])([CH3:22])[CH3:21])(=[O:19])=[O:18])[NH2:14], predict the reactants needed to synthesize it. The reactants are: O.O.[Sn](Cl)Cl.Cl.[Br:7][C:8]1[CH:13]=[C:12]([N+:14]([O-])=O)[CH:11]=[CH:10][C:9]=1[S:17]([C:20]([CH3:23])([CH3:22])[CH3:21])(=[O:19])=[O:18].[OH-].[Na+]. (2) Given the product [CH3:15][C:16]1([CH3:22])[CH2:21][CH2:20][CH2:19][N:18]([C:2]2[N:7]=[N:6][C:5]([NH2:8])=[N:4][C:3]=2[C:9]2[CH:14]=[CH:13][CH:12]=[CH:11][CH:10]=2)[CH2:17]1, predict the reactants needed to synthesize it. The reactants are: Br[C:2]1[N:7]=[N:6][C:5]([NH2:8])=[N:4][C:3]=1[C:9]1[CH:14]=[CH:13][CH:12]=[CH:11][CH:10]=1.[CH3:15][C:16]1([CH3:22])[CH2:21][CH2:20][CH2:19][NH:18][CH2:17]1. (3) The reactants are: C(OC(=O)[NH:7][CH2:8][CH2:9][CH2:10][O:11][C:12]1[CH:17]=[CH:16][C:15]([C:18]2[CH:19]=[CH:20][C:21]3[N:22]([C:24](Br)=[C:25]([CH3:27])[N:26]=3)[N:23]=2)=[CH:14][C:13]=1[O:29][CH3:30])(C)(C)C.[CH3:32][S:33]([C:36]1[CH:41]=[CH:40][C:39](B(O)O)=[CH:38][CH:37]=1)(=[O:35])=[O:34].C([O-])([O-])=O.[K+].[K+]. Given the product [CH3:32][S:33]([C:36]1[CH:41]=[CH:40][C:39]([C:24]2[N:22]3[N:23]=[C:18]([C:15]4[CH:16]=[CH:17][C:12]([O:11][CH2:10][CH2:9][CH2:8][NH2:7])=[C:13]([O:29][CH3:30])[CH:14]=4)[CH:19]=[CH:20][C:21]3=[N:26][C:25]=2[CH3:27])=[CH:38][CH:37]=1)(=[O:35])=[O:34], predict the reactants needed to synthesize it. (4) Given the product [Br:1][C:2]1[C:3](=[O:17])[NH:4][C:5](=[O:16])[N:6]([CH3:8])[N:7]=1, predict the reactants needed to synthesize it. The reactants are: [Br:1][C:2]1[C:3](=[O:17])[NH:4][C:5](=[O:16])[N:6]([CH2:8]CC2C=CC=CC=2)[N:7]=1.CI. (5) Given the product [I:1][C:10]1[CH:9]=[C:8]([C:11]2[C:15]([CH3:16])=[C:14]([C:17]([O:19][CH3:20])=[O:18])[N:13]([CH3:21])[N:12]=2)[CH:7]=[CH:6][C:5]=1[O:4][CH3:3], predict the reactants needed to synthesize it. The reactants are: [I:1]I.[CH3:3][O:4][C:5]1[CH:10]=[CH:9][C:8]([C:11]2[C:15]([CH3:16])=[C:14]([C:17]([O:19][CH3:20])=[O:18])[N:13]([CH3:21])[N:12]=2)=[CH:7][CH:6]=1. (6) Given the product [OH:17][C:18]1[CH:23]=[C:22]([C:2]2[CH:16]=[CH:15][CH:14]=[C:4]([CH2:5][NH:6][C:7](=[O:13])[O:8][C:9]([CH3:12])([CH3:11])[CH3:10])[CH:3]=2)[CH:21]=[CH:20][CH:19]=1, predict the reactants needed to synthesize it. The reactants are: Br[C:2]1[CH:3]=[C:4]([CH:14]=[CH:15][CH:16]=1)[CH2:5][NH:6][C:7](=[O:13])[O:8][C:9]([CH3:12])([CH3:11])[CH3:10].[OH:17][C:18]1[CH:19]=[C:20](B(O)O)[CH:21]=[CH:22][CH:23]=1.